From a dataset of Full USPTO retrosynthesis dataset with 1.9M reactions from patents (1976-2016). Predict the reactants needed to synthesize the given product. (1) Given the product [F:39][C:37]1([F:40])[CH2:38][CH:35]([CH2:34][O:1][C:2]2[CH:28]=[CH:27][C:5]3[N:6]=[C:7]([C:9]4[N:14]=[CH:13][C:12]([O:15][CH2:16][C@@H:17]([NH:19][C:20](=[O:26])[O:21][C:22]([CH3:23])([CH3:24])[CH3:25])[CH3:18])=[CH:11][CH:10]=4)[O:8][C:4]=3[CH:3]=2)[CH2:36]1, predict the reactants needed to synthesize it. The reactants are: [OH:1][C:2]1[CH:28]=[CH:27][C:5]2[N:6]=[C:7]([C:9]3[N:14]=[CH:13][C:12]([O:15][CH2:16][C@@H:17]([NH:19][C:20](=[O:26])[O:21][C:22]([CH3:25])([CH3:24])[CH3:23])[CH3:18])=[CH:11][CH:10]=3)[O:8][C:4]=2[CH:3]=1.CS(O[CH2:34][CH:35]1[CH2:38][C:37]([F:40])([F:39])[CH2:36]1)(=O)=O. (2) Given the product [Cl:36][C:37]1[C:38](=[O:45])[N:39]([CH3:44])[N:40]=[C:41]([C:18]2[C:19]([N:21]([CH3:26])[S:22]([CH3:25])(=[O:23])=[O:24])=[CH:20][C:10]3[O:9][C:8]([C:5]4[CH:6]=[CH:7][C:2]([F:1])=[CH:3][CH:4]=4)=[C:12]([C:13]([NH:15][CH3:16])=[O:14])[C:11]=3[CH:17]=2)[CH:42]=1, predict the reactants needed to synthesize it. The reactants are: [F:1][C:2]1[CH:7]=[CH:6][C:5]([C:8]2[O:9][C:10]3[CH:20]=[C:19]([N:21]([CH3:26])[S:22]([CH3:25])(=[O:24])=[O:23])[C:18](B4OC(C)(C)C(C)(C)O4)=[CH:17][C:11]=3[C:12]=2[C:13]([NH:15][CH3:16])=[O:14])=[CH:4][CH:3]=1.[Cl:36][C:37]1[C:38](=[O:45])[N:39]([CH3:44])[N:40]=[C:41](Cl)[CH:42]=1.C([O-])([O-])=O.[K+].[K+]. (3) Given the product [S:1]1[C:5]2[CH:6]=[C:7]([N:10]3[CH2:14][CH2:13][N:12]([C:17]4[CH:22]=[N:21][C:20]([CH3:23])=[CH:19][CH:18]=4)[C:11]3=[O:15])[CH:8]=[CH:9][C:4]=2[N:3]=[CH:2]1, predict the reactants needed to synthesize it. The reactants are: [S:1]1[C:5]2[CH:6]=[C:7]([N:10]3[CH2:14][CH2:13][NH:12][C:11]3=[O:15])[CH:8]=[CH:9][C:4]=2[N:3]=[CH:2]1.Br[C:17]1[CH:18]=[CH:19][C:20]([CH3:23])=[N:21][CH:22]=1.N[C@@H]1CCCC[C@H]1N.P([O-])([O-])([O-])=O.[K+].[K+].[K+]. (4) Given the product [CH3:19][O:18][C:13]1[CH:14]=[C:15]2[C:10](=[CH:11][C:12]=1[O:20][CH3:21])[C:9]1=[C:5]([C:3]3[O:2][N:36]=[C:34]([CH3:35])[N:33]=3)[C:6]([C:23]3[CH:24]=[C:25]([CH3:31])[C:26]([OH:30])=[C:27]([CH3:29])[CH:28]=3)=[C:7]([CH3:22])[N:8]1[CH2:17][CH2:16]2, predict the reactants needed to synthesize it. The reactants are: C[O:2][C:3]([C:5]1[C:6]([C:23]2[CH:28]=[C:27]([CH3:29])[C:26]([OH:30])=[C:25]([CH3:31])[CH:24]=2)=[C:7]([CH3:22])[N:8]2[CH2:17][CH2:16][C:15]3[C:10](=[CH:11][C:12]([O:20][CH3:21])=[C:13]([O:18][CH3:19])[CH:14]=3)[C:9]=12)=O.O[NH:33][C:34](=[NH:36])[CH3:35]. (5) Given the product [CH3:31][CH:32]1[CH2:37][CH2:36][N:35]([CH2:6][CH2:7][C:8]2[O:9][C:10]3[CH:16]=[CH:15][C:14]([C:17]4[CH:22]=[CH:21][C:20]([C:23]([N:25]5[CH2:26][CH2:27][O:28][CH2:29][CH2:30]5)=[O:24])=[CH:19][CH:18]=4)=[CH:13][C:11]=3[CH:12]=2)[CH2:34][CH2:33]1, predict the reactants needed to synthesize it. The reactants are: CS(O[CH2:6][CH2:7][C:8]1[O:9][C:10]2[CH:16]=[CH:15][C:14]([C:17]3[CH:22]=[CH:21][C:20]([C:23]([N:25]4[CH2:30][CH2:29][O:28][CH2:27][CH2:26]4)=[O:24])=[CH:19][CH:18]=3)=[CH:13][C:11]=2[CH:12]=1)(=O)=O.[CH3:31][CH:32]1[CH2:37][CH2:36][NH:35][CH2:34][CH2:33]1.